Dataset: Full USPTO retrosynthesis dataset with 1.9M reactions from patents (1976-2016). Task: Predict the reactants needed to synthesize the given product. (1) Given the product [ClH:31].[CH3:24][N:19]([CH:20]([CH3:23])[CH2:21][CH3:22])[C:17]1[CH:16]=[N:15][C:13]2[CH2:14][NH:8][CH2:9][CH2:10][O:11][C:12]=2[N:18]=1, predict the reactants needed to synthesize it. The reactants are: C([N:8]1[CH2:14][C:13]2[N:15]=[CH:16][C:17]([N:19]([CH3:24])[CH:20]([CH3:23])[CH2:21][CH3:22])=[N:18][C:12]=2[O:11][CH2:10][CH2:9]1)C1C=CC=CC=1.C(OCC)(=O)C.[ClH:31]. (2) Given the product [C:1]([O:5][C:6]([N:8]1[CH2:13][CH2:12][CH:11]([CH:14]2[O:23][C:17]3=[CH:18][N:19]=[C:20]([C:32]4[O:36][C:35]([Si:37]([CH:41]([CH3:43])[CH3:42])([CH:44]([CH3:46])[CH3:45])[CH:38]([CH3:39])[CH3:40])=[N:34][CH:33]=4)[CH:21]=[C:16]3[CH2:15]2)[CH2:10][CH2:9]1)=[O:7])([CH3:4])([CH3:3])[CH3:2], predict the reactants needed to synthesize it. The reactants are: [C:1]([O:5][C:6]([N:8]1[CH2:13][CH2:12][CH:11]([CH:14]2[O:23][C:17]3=[CH:18][N:19]=[C:20](Cl)[CH:21]=[C:16]3[CH2:15]2)[CH2:10][CH2:9]1)=[O:7])([CH3:4])([CH3:3])[CH3:2].CC1(C)C(C)(C)OB([C:32]2[O:36][C:35]([Si:37]([CH:44]([CH3:46])[CH3:45])([CH:41]([CH3:43])[CH3:42])[CH:38]([CH3:40])[CH3:39])=[N:34][CH:33]=2)O1. (3) Given the product [CH2:1]([O:3][C:4](=[O:13])[C:5]1[CH:10]=[C:9]([CH:11]=[C:14]([CH3:19])[CH3:15])[N:8]=[C:7]([CH3:33])[CH:6]=1)[CH3:2], predict the reactants needed to synthesize it. The reactants are: [CH2:1]([O:3][C:4](=[O:13])[C:5]1[CH:10]=[C:9]([CH3:11])[N:8]=[C:7](Cl)[CH:6]=1)[CH3:2].[CH:14]1[CH:19]=CC(P(C2C=CC=CC=2)C2C=CC=CC=2)=C[CH:15]=1.[C:33]([O-])([O-])=O.[K+].[K+].N#N. (4) The reactants are: [Cl:1][C:2]1[CH:3]=[C:4]([C:9]2([C:26]([F:29])([F:28])[F:27])[CH2:13][C:12]3[CH:14]=[C:15]([C:18]4[C:19]([F:25])=[C:20]([CH:22]=[CH:23][CH:24]=4)[NH2:21])[CH:16]=[CH:17][C:11]=3[O:10]2)[CH:5]=[C:6]([Cl:8])[CH:7]=1.CCN(CC)CC.[CH:37]1([C:40](Cl)=[O:41])[CH2:39][CH2:38]1.O. Given the product [Cl:1][C:2]1[CH:3]=[C:4]([C:9]2([C:26]([F:28])([F:29])[F:27])[CH2:13][C:12]3[CH:14]=[C:15]([C:18]4[C:19]([F:25])=[C:20]([NH:21][C:40]([CH:37]5[CH2:39][CH2:38]5)=[O:41])[CH:22]=[CH:23][CH:24]=4)[CH:16]=[CH:17][C:11]=3[O:10]2)[CH:5]=[C:6]([Cl:8])[CH:7]=1, predict the reactants needed to synthesize it. (5) The reactants are: [NH2:1][CH2:2][C@H:3]1[N:8]([C:9]([C:11]2[N:12]=[C:13]([CH3:23])[S:14][C:15]=2[C:16]2[CH:17]=[C:18]([CH3:22])[CH:19]=[CH:20][CH:21]=2)=[O:10])[CH2:7][C@H:6]2[C@@H:4]1[CH2:5]2.[CH3:24][O:25][C:26]1[CH:34]=[CH:33][CH:32]=[CH:31][C:27]=1[C:28](O)=[O:29]. Given the product [CH3:24][O:25][C:26]1[CH:34]=[CH:33][CH:32]=[CH:31][C:27]=1[C:28]([NH:1][CH2:2][C@H:3]1[N:8]([C:9]([C:11]2[N:12]=[C:13]([CH3:23])[S:14][C:15]=2[C:16]2[CH:17]=[C:18]([CH3:22])[CH:19]=[CH:20][CH:21]=2)=[O:10])[CH2:7][C@H:6]2[C@@H:4]1[CH2:5]2)=[O:29], predict the reactants needed to synthesize it.